From a dataset of Forward reaction prediction with 1.9M reactions from USPTO patents (1976-2016). Predict the product of the given reaction. (1) Given the reactants [CH3:1][N:2]1[CH2:7][CH2:6][CH:5]([CH2:8][O:9][C:10]2[CH:15]=[CH:14][C:13]([N+:16]([O-])=O)=[CH:12][CH:11]=2)[CH2:4][CH2:3]1.Cl, predict the reaction product. The product is: [CH3:1][N:2]1[CH2:7][CH2:6][CH:5]([CH2:8][O:9][C:10]2[CH:11]=[CH:12][C:13]([NH2:16])=[CH:14][CH:15]=2)[CH2:4][CH2:3]1. (2) Given the reactants [F:1][C:2]([F:43])([C:34]1[CH:39]=[CH:38][CH:37]=[C:36]([N+:40]([O-:42])=[O:41])[CH:35]=1)[C:3]1[C:4]2[CH:25]=[CH:24][N:23]([CH2:26][O:27][CH2:28][CH2:29][Si:30]([CH3:33])([CH3:32])[CH3:31])[C:5]=2[N:6]=[C:7]([NH:9][C:10]2[CH:15]=[CH:14][C:13]([N:16]3[CH2:21][CH2:20][N:19]([CH3:22])[CH2:18][CH2:17]3)=[CH:12][CH:11]=2)[N:8]=1.ClC1N=C(C(F)(F)C2C=CC=C([N+]([O-])=O)C=2)C2C=CN([CH2:54][O:55]CC[Si](C)(C)C)C=2N=1.COC1C=C(C=CC=1N1CCN(C)CC1)N, predict the reaction product. The product is: [F:43][C:2]([F:1])([C:34]1[CH:39]=[CH:38][CH:37]=[C:36]([N+:40]([O-:42])=[O:41])[CH:35]=1)[C:3]1[C:4]2[CH:25]=[CH:24][N:23]([CH2:26][O:27][CH2:28][CH2:29][Si:30]([CH3:33])([CH3:32])[CH3:31])[C:5]=2[N:6]=[C:7]([NH:9][C:10]2[CH:11]=[CH:12][C:13]([N:16]3[CH2:17][CH2:18][N:19]([CH3:22])[CH2:20][CH2:21]3)=[CH:14][C:15]=2[O:55][CH3:54])[N:8]=1. (3) Given the reactants [NH2:1][CH2:2][C@H:3]([NH:17][C:18](=[O:27])[C@H:19]([C:21]1[CH:26]=[CH:25][CH:24]=[CH:23][CH:22]=1)[CH3:20])[C:4]1[CH:9]=[CH:8][C:7]([O:10][CH2:11][CH:12]([CH3:16])[CH2:13][CH2:14][CH3:15])=[CH:6][CH:5]=1.[C:28]([NH:35][C@H:36]([C:41](O)=[O:42])[C@H:37]([CH2:39][CH3:40])[CH3:38])([O:30][C:31]([CH3:34])([CH3:33])[CH3:32])=[O:29].C(N(CC)C(C)C)(C)C.CN(C(ON1N=NC2C=CC=NC1=2)=[N+](C)C)C.F[P-](F)(F)(F)(F)F.C([O-])(O)=O.[Na+], predict the reaction product. The product is: [CH3:38][C@@H:37]([CH2:39][CH3:40])[C@H:36]([NH:35][C:28](=[O:29])[O:30][C:31]([CH3:33])([CH3:32])[CH3:34])[C:41]([NH:1][CH2:2][C@@H:3]([C:4]1[CH:5]=[CH:6][C:7]([O:10][CH2:11][CH:12]([CH3:16])[CH2:13][CH2:14][CH3:15])=[CH:8][CH:9]=1)[NH:17][C:18](=[O:27])[C@H:19]([C:21]1[CH:22]=[CH:23][CH:24]=[CH:25][CH:26]=1)[CH3:20])=[O:42]. (4) The product is: [C:1]([C:3]1[CH:4]=[C:5]([CH:9]=[C:10]([OH:12])[CH:11]=1)[C:6]([O:8][CH3:18])=[O:7])#[N:2]. Given the reactants [C:1]([C:3]1[CH:4]=[C:5]([CH:9]=[C:10]([OH:12])[CH:11]=1)[C:6]([OH:8])=[O:7])#[N:2].S(=O)(=O)(O)O.[CH3:18]O, predict the reaction product. (5) Given the reactants [C:1]([N:11]1[CH2:15][CH2:14][C@H:13]([NH:16]C(OC(C)(C)C)=O)[CH2:12]1)([O:3][CH2:4][C:5]1[CH:10]=[CH:9][CH:8]=[CH:7][CH:6]=1)=[O:2].Cl, predict the reaction product. The product is: [C:1]([N:11]1[CH2:15][CH2:14][C@H:13]([NH2:16])[CH2:12]1)([O:3][CH2:4][C:5]1[CH:10]=[CH:9][CH:8]=[CH:7][CH:6]=1)=[O:2].